This data is from Experimental lipophilicity measurements (octanol/water distribution) for 4,200 compounds from AstraZeneca. The task is: Regression/Classification. Given a drug SMILES string, predict its absorption, distribution, metabolism, or excretion properties. Task type varies by dataset: regression for continuous measurements (e.g., permeability, clearance, half-life) or binary classification for categorical outcomes (e.g., BBB penetration, CYP inhibition). For this dataset (lipophilicity_astrazeneca), we predict Y. (1) The Y is 1.80 logD. The compound is COc1ccccc1CNC(=O)c1ccc2cnccc2n1. (2) The Y is 1.78 logD. The compound is NS(=O)(=O)c1cc2c(cc1C(F)(F)F)NC(Cc1ccccc1)NS2(=O)=O.